From a dataset of Aqueous solubility values for 9,982 compounds from the AqSolDB database. Regression/Classification. Given a drug SMILES string, predict its absorption, distribution, metabolism, or excretion properties. Task type varies by dataset: regression for continuous measurements (e.g., permeability, clearance, half-life) or binary classification for categorical outcomes (e.g., BBB penetration, CYP inhibition). For this dataset (solubility_aqsoldb), we predict Y. (1) The drug is CC12CCC3C(CC=C4CC(OC=O)CCC43C)C1CCC2=O. The Y is -4.41 log mol/L. (2) The drug is Nc1ccc(S(=O)(=O)Nc2cnccn2)cc1. The Y is -3.70 log mol/L. (3) The Y is -1.51 log mol/L. The drug is CN(C)[P+](CC1CCCCC1)(N(C)C)N(C)C.F[B-](F)(F)F. (4) The drug is CC(=O)c1ccc(O)c(C(=O)[O-])c1. The Y is -2.23 log mol/L. (5) The compound is C=CC(C)(O)CC/C=C(\C)CC. The Y is -2.41 log mol/L. (6) The drug is O=[N+]([O-])c1ccc(N=Nc2c(O)c(N=Nc3cc([N+](=O)[O-])cc([N+](=O)[O-])c3O)cc(N=Nc3cc(S(=O)(=O)[O-])cc4cc(S(=O)(=O)[O-])cc(O)c34)c2O)cc1.[Na+].[Na+]. The Y is -0.968 log mol/L. (7) The molecule is Nc1ccc(N)c2c1C(=O)c1c(N)ccc(N)c1C2=O. The Y is -6.95 log mol/L. (8) The molecule is CC(C)(CO)[C@@H](O)C(=O)NCCCO. The Y is 0.394 log mol/L.